From a dataset of Full USPTO retrosynthesis dataset with 1.9M reactions from patents (1976-2016). Predict the reactants needed to synthesize the given product. Given the product [Cl:1][C:2]1[CH:3]=[C:4]2[C:10]([C:11]3[CH:12]=[N:13][CH:14]=[N:15][CH:16]=3)=[C:9]([C:30]3[CH:31]=[CH:32][C:27]([O:26][CH2:25][CH:20]([O:19][CH3:18])[CH2:21][N:22]([CH3:24])[CH3:23])=[CH:28][CH:29]=3)[NH:8][C:5]2=[N:6][CH:7]=1, predict the reactants needed to synthesize it. The reactants are: [Cl:1][C:2]1[CH:3]=[C:4]2[C:10]([C:11]3[CH:12]=[N:13][CH:14]=[N:15][CH:16]=3)=[C:9](I)[NH:8][C:5]2=[N:6][CH:7]=1.[CH3:18][O:19][CH:20]([CH2:25][O:26][C:27]1[CH:32]=[CH:31][C:30](B2OC(C)(C)C(C)(C)O2)=[CH:29][CH:28]=1)[CH2:21][N:22]([CH3:24])[CH3:23].